Dataset: NCI-60 drug combinations with 297,098 pairs across 59 cell lines. Task: Regression. Given two drug SMILES strings and cell line genomic features, predict the synergy score measuring deviation from expected non-interaction effect. (1) Drug 1: C1=CC(=CC=C1CC(C(=O)O)N)N(CCCl)CCCl.Cl. Drug 2: CCC1(C2=C(COC1=O)C(=O)N3CC4=CC5=C(C=CC(=C5CN(C)C)O)N=C4C3=C2)O.Cl. Cell line: OVCAR-4. Synergy scores: CSS=2.35, Synergy_ZIP=1.07, Synergy_Bliss=5.68, Synergy_Loewe=-0.425, Synergy_HSA=1.91. (2) Drug 1: CC1C(C(CC(O1)OC2CC(CC3=C2C(=C4C(=C3O)C(=O)C5=C(C4=O)C(=CC=C5)OC)O)(C(=O)CO)O)N)O.Cl. Drug 2: CN(C(=O)NC(C=O)C(C(C(CO)O)O)O)N=O. Cell line: COLO 205. Synergy scores: CSS=2.52, Synergy_ZIP=4.88, Synergy_Bliss=8.86, Synergy_Loewe=0.886, Synergy_HSA=2.94. (3) Drug 1: C1=C(C(=O)NC(=O)N1)F. Drug 2: C1=NC2=C(N=C(N=C2N1C3C(C(C(O3)CO)O)O)F)N. Cell line: BT-549. Synergy scores: CSS=30.8, Synergy_ZIP=-7.12, Synergy_Bliss=-9.84, Synergy_Loewe=-8.15, Synergy_HSA=-6.91. (4) Drug 1: CN(C)C1=NC(=NC(=N1)N(C)C)N(C)C. Drug 2: CC1=C(C(CCC1)(C)C)C=CC(=CC=CC(=CC(=O)O)C)C. Cell line: OVCAR-8. Synergy scores: CSS=-3.33, Synergy_ZIP=2.36, Synergy_Bliss=3.08, Synergy_Loewe=-0.718, Synergy_HSA=-2.22. (5) Drug 1: CN(C)N=NC1=C(NC=N1)C(=O)N. Drug 2: CN(CCCl)CCCl.Cl. Cell line: MDA-MB-231. Synergy scores: CSS=-2.10, Synergy_ZIP=-1.48, Synergy_Bliss=-4.92, Synergy_Loewe=-13.9, Synergy_HSA=-8.51. (6) Drug 1: CC1=C2C(C(=O)C3(C(CC4C(C3C(C(C2(C)C)(CC1OC(=O)C(C(C5=CC=CC=C5)NC(=O)C6=CC=CC=C6)O)O)OC(=O)C7=CC=CC=C7)(CO4)OC(=O)C)O)C)OC(=O)C. Synergy scores: CSS=36.5, Synergy_ZIP=-5.57, Synergy_Bliss=-7.50, Synergy_Loewe=-56.3, Synergy_HSA=-6.70. Cell line: SF-268. Drug 2: CS(=O)(=O)OCCCCOS(=O)(=O)C. (7) Drug 1: CC(CN1CC(=O)NC(=O)C1)N2CC(=O)NC(=O)C2. Drug 2: CNC(=O)C1=NC=CC(=C1)OC2=CC=C(C=C2)NC(=O)NC3=CC(=C(C=C3)Cl)C(F)(F)F. Cell line: UACC62. Synergy scores: CSS=33.3, Synergy_ZIP=-3.64, Synergy_Bliss=-1.62, Synergy_Loewe=-0.626, Synergy_HSA=1.06. (8) Synergy scores: CSS=48.6, Synergy_ZIP=4.22, Synergy_Bliss=0.948, Synergy_Loewe=-8.70, Synergy_HSA=-1.87. Drug 1: CCC1(CC2CC(C3=C(CCN(C2)C1)C4=CC=CC=C4N3)(C5=C(C=C6C(=C5)C78CCN9C7C(C=CC9)(C(C(C8N6C)(C(=O)OC)O)OC(=O)C)CC)OC)C(=O)OC)O.OS(=O)(=O)O. Drug 2: CC1=C(C(=O)C2=C(C1=O)N3CC4C(C3(C2COC(=O)N)OC)N4)N. Cell line: NCI-H460.